From a dataset of Full USPTO retrosynthesis dataset with 1.9M reactions from patents (1976-2016). Predict the reactants needed to synthesize the given product. (1) Given the product [Cl:1][C:2]1[CH:18]=[CH:17][CH:16]=[CH:15][C:3]=1[CH2:4][NH:5][C:6]([C:8]1([CH2:11][OH:12])[CH2:9][CH2:10]1)=[O:7], predict the reactants needed to synthesize it. The reactants are: [Cl:1][C:2]1[CH:18]=[CH:17][CH:16]=[CH:15][C:3]=1[CH2:4][NH:5][C:6]([C:8]1([C:11](OC)=[O:12])[CH2:10][CH2:9]1)=[O:7].[BH4-].[Na+]. (2) Given the product [CH3:1][O:2][C:3](=[O:27])[C@H:4]([CH2:6][C:7]1[CH:8]=[CH:9][C:10]([O:13][CH2:14][C:15]2[N:19]([CH3:20])[C:18]3[CH:21]=[C:22]([O:25][CH3:26])[CH:23]=[CH:24][C:17]=3[N:16]=2)=[CH:11][CH:12]=1)[NH:5][C:30]1[CH:31]=[CH:32][CH:33]=[CH:34][C:29]=1[C:28](=[O:35])[C:36]1[CH:37]=[CH:38][CH:39]=[CH:40][CH:41]=1, predict the reactants needed to synthesize it. The reactants are: [CH3:1][O:2][C:3](=[O:27])[C@H:4]([CH2:6][C:7]1[CH:12]=[CH:11][C:10]([O:13][CH2:14][C:15]2[N:19]([CH3:20])[C:18]3[CH:21]=[C:22]([O:25][CH3:26])[CH:23]=[CH:24][C:17]=3[N:16]=2)=[CH:9][CH:8]=1)[NH2:5].[C:28]([CH:36]1[CH2:41][CH2:40][CH2:39][CH2:38][C:37]1=O)(=[O:35])[C:29]1[CH:34]=[CH:33][CH:32]=[CH:31][CH:30]=1.C1(OC)C=CC=CC=1. (3) The reactants are: Br[C:2]1[C:3]2[CH:4]3[CH2:22][CH2:21][N:20](C(OC(C)(C)C)=O)[CH2:19][CH2:18][CH:5]3[N:6](C(OC(C)(C)C)=O)[C:7]=2[CH:8]=[CH:9][CH:10]=1.P([O-])([O-])([O-])=O.[K+].[K+].[K+].[CH:38]1[C:46]2[C:45]3[CH:47]=[CH:48][CH:49]=[CH:50][C:44]=3[O:43][C:42]=2[C:41](B(O)O)=[CH:40][CH:39]=1.N#N. Given the product [CH:38]1[C:46]2[C:45]3[CH:47]=[CH:48][CH:49]=[CH:50][C:44]=3[O:43][C:42]=2[C:41]([C:2]2[C:3]3[C@@H:4]4[CH2:22][CH2:21][NH:20][CH2:19][CH2:18][C@@H:5]4[NH:6][C:7]=3[CH:8]=[CH:9][CH:10]=2)=[CH:40][CH:39]=1, predict the reactants needed to synthesize it. (4) Given the product [Br:8][C:6]1[CH:7]=[C:2]([NH:18][C:19]2[CH:24]=[CH:23][CH:22]=[CH:21][CH:20]=2)[C:3]([NH2:9])=[CH:4][CH:5]=1, predict the reactants needed to synthesize it. The reactants are: F[C:2]1[CH:7]=[C:6]([Br:8])[CH:5]=[CH:4][C:3]=1[N+:9]([O-])=O.C(=O)([O-])[O-].[K+].[K+].[NH2:18][C:19]1[CH:24]=[CH:23][CH:22]=[CH:21][CH:20]=1. (5) Given the product [NH2:1][C:2]1[C:3]2[S:10][CH:9]=[C:8]([C:11]([NH:13][C:14]3[C:15]([Cl:25])=[C:16]([O:23][CH3:24])[CH:17]=[C:18]([OH:21])[C:19]=3[Cl:20])=[O:12])[C:4]=2[N:5]=[CH:6][N:7]=1, predict the reactants needed to synthesize it. The reactants are: [NH2:1][C:2]1[C:3]2[S:10][CH:9]=[C:8]([C:11]([NH:13][C:14]3[C:19]([Cl:20])=[C:18]([O:21]C)[CH:17]=[C:16]([O:23][CH3:24])[C:15]=3[Cl:25])=[O:12])[C:4]=2[N:5]=[CH:6][N:7]=1.B(Br)(Br)Br.[Cl-].[NH4+].C(=O)(O)[O-].[Na+].